Dataset: NCI-60 drug combinations with 297,098 pairs across 59 cell lines. Task: Regression. Given two drug SMILES strings and cell line genomic features, predict the synergy score measuring deviation from expected non-interaction effect. (1) Drug 1: CCCCC(=O)OCC(=O)C1(CC(C2=C(C1)C(=C3C(=C2O)C(=O)C4=C(C3=O)C=CC=C4OC)O)OC5CC(C(C(O5)C)O)NC(=O)C(F)(F)F)O. Drug 2: C1=CC=C(C=C1)NC(=O)CCCCCCC(=O)NO. Cell line: SK-MEL-5. Synergy scores: CSS=57.0, Synergy_ZIP=4.33, Synergy_Bliss=6.66, Synergy_Loewe=4.11, Synergy_HSA=8.11. (2) Drug 1: CC1C(C(CC(O1)OC2CC(CC3=C2C(=C4C(=C3O)C(=O)C5=C(C4=O)C(=CC=C5)OC)O)(C(=O)CO)O)N)O.Cl. Drug 2: CC1=CC2C(CCC3(C2CCC3(C(=O)C)OC(=O)C)C)C4(C1=CC(=O)CC4)C. Cell line: NCI-H322M. Synergy scores: CSS=-0.163, Synergy_ZIP=-2.32, Synergy_Bliss=-2.75, Synergy_Loewe=-1.78, Synergy_HSA=-1.77.